From a dataset of Catalyst prediction with 721,799 reactions and 888 catalyst types from USPTO. Predict which catalyst facilitates the given reaction. Reactant: O.[OH-].[Li+].C[O:5][C:6](=[O:37])[CH2:7][C:8]1[C:17]([CH3:18])=[C:16]([C:19]2[CH:24]=[CH:23][C:22]([S:25]([C:28]3[C:33]([F:34])=[CH:32][CH:31]=[CH:30][C:29]=3[F:35])(=[O:27])=[O:26])=[CH:21][CH:20]=2)[C:15]2[C:10](=[CH:11][CH:12]=[C:13]([F:36])[CH:14]=2)[CH:9]=1. Product: [F:35][C:29]1[CH:30]=[CH:31][CH:32]=[C:33]([F:34])[C:28]=1[S:25]([C:22]1[CH:21]=[CH:20][C:19]([C:16]2[C:15]3[C:10](=[CH:11][CH:12]=[C:13]([F:36])[CH:14]=3)[CH:9]=[C:8]([CH2:7][C:6]([OH:37])=[O:5])[C:17]=2[CH3:18])=[CH:24][CH:23]=1)(=[O:26])=[O:27]. The catalyst class is: 20.